From a dataset of Reaction yield outcomes from USPTO patents with 853,638 reactions. Predict the reaction yield, written as a fraction of the theoretical maximum amount of product (1.0 means a 100% yield; for example, 0.34 means a 34% yield). (1) The reactants are I[C:2]1[CH:10]=[C:9]2[C:5]([C:6]([CH:19]=[CH:20][C:21]3[CH:26]=[CH:25][CH:24]=[CH:23][CH:22]=3)=[N:7][N:8]2[CH2:11][O:12][CH2:13][CH2:14][Si:15]([CH3:18])([CH3:17])[CH3:16])=[CH:4][CH:3]=1.[Li]CCCC.[CH:32](=[O:39])[C:33]1[CH:38]=[CH:37][CH:36]=[CH:35][CH:34]=1. The catalyst is C1COCC1. The product is [C:33]1([CH:32]([C:2]2[CH:10]=[C:9]3[C:5]([C:6]([CH:19]=[CH:20][C:21]4[CH:26]=[CH:25][CH:24]=[CH:23][CH:22]=4)=[N:7][N:8]3[CH2:11][O:12][CH2:13][CH2:14][Si:15]([CH3:18])([CH3:17])[CH3:16])=[CH:4][CH:3]=2)[OH:39])[CH:38]=[CH:37][CH:36]=[CH:35][CH:34]=1. The yield is 0.500. (2) The reactants are [Cl:1][C:2]([F:13])([F:12])[C:3]1[N:8]=[CH:7][C:6]([CH:9](O)[CH3:10])=[CH:5][CH:4]=1.S(Cl)([Cl:16])=O. The catalyst is C(Cl)Cl. The product is [Cl:1][C:2]([F:13])([F:12])[C:3]1[CH:4]=[CH:5][C:6]([CH:9]([Cl:16])[CH3:10])=[CH:7][N:8]=1. The yield is 0.980. (3) The reactants are [N:1]1([C:7]([NH:9][C@H:10]([C:15]([OH:17])=O)[CH2:11][CH:12]([CH3:14])[CH3:13])=[O:8])[CH2:6][CH2:5][O:4][CH2:3][CH2:2]1.C(Cl)CCl.C1C=CC2N(O)N=NC=2C=1.C(OC(=O)[NH:38][CH:39]([C:48]([C:50]1[O:54][C:53]([C:55]2[CH:60]=[CH:59][CH:58]=[CH:57][CH:56]=2)=[N:52][C:51]=1[C:61]1[CH:66]=[CH:65][CH:64]=[CH:63][CH:62]=1)=[O:49])[CH2:40][CH2:41][C:42]1[CH:47]=[CH:46][CH:45]=[CH:44][CH:43]=1)(C)(C)C.C(O)(C(F)(F)F)=O.CN1CCOCC1.N[C@H](C(O)=O)CC(C)C. The catalyst is CN(C=O)C.C(Cl)Cl. The product is [C:55]1([C:53]2[O:54][C:50]([C:48]([C@@H:39]([NH:38][C:15]([C@@H:10]([NH:9][C:7]([N:1]3[CH2:2][CH2:3][O:4][CH2:5][CH2:6]3)=[O:8])[CH2:11][CH:12]([CH3:13])[CH3:14])=[O:17])[CH2:40][CH2:41][C:42]3[CH:43]=[CH:44][CH:45]=[CH:46][CH:47]=3)=[O:49])=[C:51]([C:61]3[CH:66]=[CH:65][CH:64]=[CH:63][CH:62]=3)[N:52]=2)[CH:56]=[CH:57][CH:58]=[CH:59][CH:60]=1. The yield is 0.840. (4) The reactants are [Cl:1][C:2]1[CH:7]=[CH:6][C:5]([N:8]2[CH2:13][CH2:12][NH:11][CH2:10][CH2:9]2)=[CH:4][CH:3]=1.Cl[C:15]1[N:16]([CH2:23][C@@H:24]2[CH2:26][O:25]2)[CH:17]=[C:18]([N+:20]([O-:22])=[O:21])[N:19]=1.[H-].[Na+]. The catalyst is CN(C=O)C. The product is [Cl:1][C:2]1[CH:3]=[CH:4][C:5]([N:8]2[CH2:13][CH2:12][N:11]([CH2:26][C@@H:24]3[O:25][C:15]4=[N:19][C:18]([N+:20]([O-:22])=[O:21])=[CH:17][N:16]4[CH2:23]3)[CH2:10][CH2:9]2)=[CH:6][CH:7]=1. The yield is 0.180. (5) The reactants are [CH2:1]([O:8][C:9]1[CH:10]=[C:11]2[C:16](=[CH:17][CH:18]=1)[C:15](=[O:19])[N:14]([CH2:20][CH:21]([CH3:23])[CH3:22])[C:13]([C:24]([O:26]C)=[O:25])=[C:12]2[C:28]1[CH:33]=[CH:32][CH:31]=[CH:30][C:29]=1[F:34])[C:2]1[CH:7]=[CH:6][CH:5]=[CH:4][CH:3]=1.O.[OH-].[Li+].O.Cl. The catalyst is CO. The product is [CH2:1]([O:8][C:9]1[CH:10]=[C:11]2[C:16](=[CH:17][CH:18]=1)[C:15](=[O:19])[N:14]([CH2:20][CH:21]([CH3:23])[CH3:22])[C:13]([C:24]([OH:26])=[O:25])=[C:12]2[C:28]1[CH:33]=[CH:32][CH:31]=[CH:30][C:29]=1[F:34])[C:2]1[CH:3]=[CH:4][CH:5]=[CH:6][CH:7]=1. The yield is 0.932. (6) The reactants are [CH2:1]([O:9][C:10]1[CH:23]=[CH:22][C:21]2[C:20](=O)[C:19]3[C:14](=[CH:15][CH:16]=[C:17]([O:25][CH2:26][CH2:27][CH2:28][CH2:29][CH2:30][CH2:31][CH2:32][CH3:33])[CH:18]=3)[C:13](=[O:34])[C:12]=2[CH:11]=1)[CH2:2][CH2:3][CH2:4][CH2:5][CH2:6][CH2:7][CH3:8]. The catalyst is [Zn]. The product is [CH2:1]([O:9][C:10]1[CH:23]=[CH:22][C:21]2[CH2:20][C:19]3[C:14](=[CH:15][CH:16]=[C:17]([O:25][CH2:26][CH2:27][CH2:28][CH2:29][CH2:30][CH2:31][CH2:32][CH3:33])[CH:18]=3)[C:13](=[O:34])[C:12]=2[CH:11]=1)[CH2:2][CH2:3][CH2:4][CH2:5][CH2:6][CH2:7][CH3:8]. The yield is 0.990.